This data is from Forward reaction prediction with 1.9M reactions from USPTO patents (1976-2016). The task is: Predict the product of the given reaction. (1) Given the reactants [F:1][C:2]1[C:3]([C:33]([F:36])([F:35])[F:34])=[C:4]([CH:9]2[CH2:14][CH2:13][N:12]([C:15]([C:17]3[C:21]4[CH2:22][N:23](C(OC(C)(C)C)=O)[CH2:24][CH2:25][C:20]=4[NH:19][N:18]=3)=[O:16])[CH2:11][CH2:10]2)[CH:5]=[C:6]([F:8])[CH:7]=1.Cl, predict the reaction product. The product is: [F:1][C:2]1[C:3]([C:33]([F:35])([F:34])[F:36])=[C:4]([CH:9]2[CH2:10][CH2:11][N:12]([C:15]([C:17]3[C:21]4[CH2:22][NH:23][CH2:24][CH2:25][C:20]=4[NH:19][N:18]=3)=[O:16])[CH2:13][CH2:14]2)[CH:5]=[C:6]([F:8])[CH:7]=1. (2) Given the reactants [Br:1][C:2]1[C:11]2[C:6](=[CH:7][C:8]([O:12][CH3:13])=[CH:9][CH:10]=2)[CH:5]=[CH:4][C:3]=1[OH:14].C([O-])([O-])=O.[K+].[K+].[CH2:21](Cl)[O:22][CH3:23], predict the reaction product. The product is: [Br:1][C:2]1[C:11]2[C:6](=[CH:7][C:8]([O:12][CH3:13])=[CH:9][CH:10]=2)[CH:5]=[CH:4][C:3]=1[O:14][CH2:21][O:22][CH3:23]. (3) Given the reactants [OH:1][C:2]1[CH:10]=[CH:9][C:8]([N:11]2[CH2:16][CH2:15][O:14][CH2:13][CH2:12]2)=[CH:7][C:3]=1[C:4]([NH2:6])=[O:5].[C:17]([N:24]1[CH2:29][CH2:28][C:27](=O)[CH2:26][CH2:25]1)([O:19][C:20]([CH3:23])([CH3:22])[CH3:21])=[O:18].N1CCOCC1.C(O)(C(F)(F)F)=O, predict the reaction product. The product is: [C:20]([O:19][C:17]([N:24]1[CH2:29][CH2:28][C:27]2([NH:6][C:4](=[O:5])[C:3]3[CH:7]=[C:8]([N:11]4[CH2:12][CH2:13][O:14][CH2:15][CH2:16]4)[CH:9]=[CH:10][C:2]=3[O:1]2)[CH2:26][CH2:25]1)=[O:18])([CH3:23])([CH3:21])[CH3:22]. (4) The product is: [F:1][C:2]1[CH:3]=[C:4]([C:27]2[CH:32]=[CH:31][C:30]([O:33][CH3:34])=[CH:29][CH:28]=2)[CH:5]=[CH:6][C:7]=1[N:8]1[C:9]([CH2:14][C@@H:15]2[CH2:19][CH2:18][N:17]([C:20](=[O:22])[CH:37]([CH3:38])[CH3:36])[CH2:16]2)=[N:10][NH:11][C:12]1=[O:13]. Given the reactants [F:1][C:2]1[CH:3]=[C:4]([C:27]2[CH:32]=[CH:31][C:30]([O:33][CH3:34])=[CH:29][CH:28]=2)[CH:5]=[CH:6][C:7]=1[N:8]1[C:12](=[O:13])[NH:11][N:10]=[C:9]1[CH2:14][C@@H:15]1[CH2:19][CH2:18][N:17]([C:20]([O:22]C(C)(C)C)=O)[CH2:16]1.Cl.[C:36](Cl)(=O)[CH:37](C)[CH3:38], predict the reaction product.